From a dataset of Reaction yield outcomes from USPTO patents with 853,638 reactions. Predict the reaction yield, written as a fraction of the theoretical maximum amount of product (1.0 means a 100% yield; for example, 0.34 means a 34% yield). (1) The yield is 0.940. The product is [N:6]1([CH2:5][C:4]([NH:13][NH2:14])=[O:3])[CH2:11][CH2:10][CH2:9][CH2:8][CH2:7]1. The reactants are C([O:3][C:4](=O)[CH2:5][N:6]1[CH2:11][CH2:10][CH2:9][CH2:8][CH2:7]1)C.[NH2:13][NH2:14]. The catalyst is C(O)C. (2) The reactants are B(Br)(Br)Br.[F:5][C:6]1[CH:7]=[CH:8][C:9]([O:25]C)=[C:10]([N:12]2[C:24]3[CH:23]=[CH:22][CH:21]=[CH:20][C:19]=3[C:18]3[C:13]2=[CH:14][CH:15]=[CH:16][CH:17]=3)[CH:11]=1.C(=O)(O)[O-].[Na+].[OH-].[Na+]. The catalyst is ClCCl. The product is [CH:23]1[C:24]2[N:12]([C:10]3[CH:11]=[C:6]([F:5])[CH:7]=[CH:8][C:9]=3[OH:25])[C:13]3[C:18](=[CH:17][CH:16]=[CH:15][CH:14]=3)[C:19]=2[CH:20]=[CH:21][CH:22]=1. The yield is 0.780.